From a dataset of Full USPTO retrosynthesis dataset with 1.9M reactions from patents (1976-2016). Predict the reactants needed to synthesize the given product. Given the product [CH:1]1([CH2:4][O:5][C:6]2[CH:7]=[C:8]([CH:29]=[CH:30][C:31]=2[O:32][CH2:33][CH:34]2[CH2:35][CH2:36]2)[C:9]([NH:11][CH:12]2[CH2:17][CH:16]([OH:18])[CH2:15][CH2:14][CH:13]2[C:19]2[CH:24]=[CH:23][C:22]([O:25][CH3:26])=[C:21]([O:27][CH3:28])[CH:20]=2)=[O:10])[CH2:2][CH2:3]1, predict the reactants needed to synthesize it. The reactants are: [CH:1]1([CH2:4][O:5][C:6]2[CH:7]=[C:8]([CH:29]=[CH:30][C:31]=2[O:32][CH2:33][CH:34]2[CH2:36][CH2:35]2)[C:9]([NH:11][CH:12]2[CH2:17][C:16](=[O:18])[CH2:15][CH2:14][CH:13]2[C:19]2[CH:24]=[CH:23][C:22]([O:25][CH3:26])=[C:21]([O:27][CH3:28])[CH:20]=2)=[O:10])[CH2:3][CH2:2]1.CO.[BH4-].[Na+].